From a dataset of Catalyst prediction with 721,799 reactions and 888 catalyst types from USPTO. Predict which catalyst facilitates the given reaction. (1) Reactant: C(Cl)(=O)C(Cl)=O.[Cl:7][C:8]1[C:13]([F:14])=[CH:12][CH:11]=[C:10]([F:15])[C:9]=1[CH2:16][C:17]([OH:19])=O.CN(C)C=O.[CH3:25][O:26][C:27]([C:29]1[C:34]([NH2:35])=[N:33][CH:32]=[CH:31][N:30]=1)=[O:28]. Product: [CH3:25][O:26][C:27]([C:29]1[C:34]([NH:35][C:17](=[O:19])[CH2:16][C:9]2[C:10]([F:15])=[CH:11][CH:12]=[C:13]([F:14])[C:8]=2[Cl:7])=[N:33][CH:32]=[CH:31][N:30]=1)=[O:28]. The catalyst class is: 545. (2) Reactant: [CH2:1]([SH:21])[CH2:2][CH2:3][CH2:4]/[CH:5]=[CH:6]\[CH2:7]/[CH:8]=[CH:9]\[CH2:10]/[CH:11]=[CH:12]\[CH2:13]/[CH:14]=[CH:15]\[CH2:16]/[CH:17]=[CH:18]\[CH2:19][CH3:20].[H-].[Na+].Br[C:25]([CH3:33])([CH2:31]C)[C:26]([O:28][CH2:29][CH3:30])=[O:27]. Product: [CH2:1]([S:21][C:25]([CH3:33])([CH3:31])[C:26]([O:28][CH2:29][CH3:30])=[O:27])[CH2:2][CH2:3][CH2:4]/[CH:5]=[CH:6]\[CH2:7]/[CH:8]=[CH:9]\[CH2:10]/[CH:11]=[CH:12]\[CH2:13]/[CH:14]=[CH:15]\[CH2:16]/[CH:17]=[CH:18]\[CH2:19][CH3:20]. The catalyst class is: 3. (3) Reactant: [CH2:1]([N:8]1[CH2:14][C:13]2[N:15]=[CH:16][C:17](Cl)=[N:18][C:12]=2[O:11][CH2:10][CH2:9]1)[C:2]1[CH:7]=[CH:6][CH:5]=[CH:4][CH:3]=1.[CH3:20][C:21]1[NH:22][CH:23]=[CH:24][N:25]=1.C(=O)([O-])[O-].[Cs+].[Cs+]. Product: [CH2:1]([N:8]1[CH2:14][C:13]2[N:15]=[CH:16][C:17]([N:22]3[CH:23]=[CH:24][N:25]=[C:21]3[CH3:20])=[N:18][C:12]=2[O:11][CH2:10][CH2:9]1)[C:2]1[CH:7]=[CH:6][CH:5]=[CH:4][CH:3]=1. The catalyst class is: 870. (4) Reactant: [NH2:1][C:2]1[C:7]([CH3:8])=[CH:6][CH:5]=[CH:4][C:3]=1[NH:9][C:10]([C@@H:12]1[C@@H:16]([CH3:17])[CH2:15][CH2:14][N:13]1[C:18]([O:20][C:21]([CH3:24])([CH3:23])[CH3:22])=[O:19])=O.CC(O)=O. Product: [CH3:17][C@H:16]1[CH2:15][CH2:14][N:13]([C:18]([O:20][C:21]([CH3:24])([CH3:23])[CH3:22])=[O:19])[C@@H:12]1[C:10]1[NH:1][C:2]2[C:7]([CH3:8])=[CH:6][CH:5]=[CH:4][C:3]=2[N:9]=1. The catalyst class is: 11. (5) Reactant: C([O:3][C:4](=O)[CH:5]([C:11]1[CH:16]=[N:15][C:14]([NH:17][C:18](=[O:37])[C@@H:19]([C:26]2[CH:31]=[CH:30][C:29]([S:32]([CH3:35])(=[O:34])=[O:33])=[C:28]([Cl:36])[CH:27]=2)[CH2:20][CH:21]2[CH2:25][CH2:24][CH2:23][CH2:22]2)=[CH:13][N:12]=1)[C:6](OCC)=[O:7])C.[H-].C([Al+]CC(C)C)C(C)C.O.C(OCC)(=O)C. Product: [Cl:36][C:28]1[CH:27]=[C:26]([C@@H:19]([CH2:20][CH:21]2[CH2:25][CH2:24][CH2:23][CH2:22]2)[C:18]([NH:17][C:14]2[CH:13]=[N:12][C:11]([CH:5]([CH2:6][OH:7])[CH2:4][OH:3])=[CH:16][N:15]=2)=[O:37])[CH:31]=[CH:30][C:29]=1[S:32]([CH3:35])(=[O:34])=[O:33]. The catalyst class is: 7. (6) Reactant: C(OC1C=CC(C(Cl)=O)=CC=1)C.[Cl:13][C:14]1[CH:15]=[C:16]([CH:18]=[CH:19][C:20]=1[O:21][C:22]1[C:31]2[C:26](=[CH:27][C:28]([O:34][CH3:35])=[C:29]([O:32][CH3:33])[CH:30]=2)[N:25]=[CH:24][CH:23]=1)[NH2:17].[CH2:36]([O:38][C:39]1[CH:44]=[CH:43][C:42]([C:45]([N:47]=[C:48]=[S:49])=[O:46])=[CH:41][CH:40]=1)[CH3:37]. Product: [CH2:36]([O:38][C:39]1[CH:44]=[CH:43][C:42]([C:45]([N:47]=[C:48]=[S:49])=[O:46])=[CH:41][CH:40]=1)[CH3:37].[Cl:13][C:14]1[CH:15]=[C:16]([NH:17][C:48]([NH:47][C:45](=[O:46])[C:42]2[CH:43]=[CH:44][C:39]([O:38][CH2:36][CH3:37])=[CH:40][CH:41]=2)=[S:49])[CH:18]=[CH:19][C:20]=1[O:21][C:22]1[C:31]2[C:26](=[CH:27][C:28]([O:34][CH3:35])=[C:29]([O:32][CH3:33])[CH:30]=2)[N:25]=[CH:24][CH:23]=1. The catalyst class is: 234. (7) Reactant: [CH2:1]([O:8][CH2:9][C:10]([NH:12][C:13]1[CH:14]=[C:15]2[C:19](=[CH:20][C:21]=1[C:22]#[N:23])[C:18](=[O:24])[CH2:17][CH2:16]2)=[O:11])[C:2]1[CH:7]=[CH:6][CH:5]=[CH:4][CH:3]=1.C(O)=[O:26].S([O-])([O-])(=O)=O.[Mg+2]. Product: [NH2:23][C:22]([C:21]1[CH:20]=[C:19]2[C:15]([CH2:16][CH2:17][C:18]2=[O:24])=[CH:14][C:13]=1[NH:12][C:10](=[O:11])[CH2:9][O:8][CH2:1][C:2]1[CH:7]=[CH:6][CH:5]=[CH:4][CH:3]=1)=[O:26]. The catalyst class is: 6. (8) Reactant: [F:1][C:2]1[CH:3]=[C:4]([CH:8]=[CH:9][C:10]([OH:12])=[O:11])[CH:5]=[CH:6][CH:7]=1. Product: [F:1][C:2]1[CH:3]=[C:4]([CH2:8][CH2:9][C:10]([OH:12])=[O:11])[CH:5]=[CH:6][CH:7]=1. The catalyst class is: 19.